From a dataset of Reaction yield outcomes from USPTO patents with 853,638 reactions. Predict the reaction yield, written as a fraction of the theoretical maximum amount of product (1.0 means a 100% yield; for example, 0.34 means a 34% yield). (1) The reactants are C[O:2][C:3]([C:5]1[N:6]=[N:7][C:8]([N:11]2[CH2:16][CH2:15][N:14]([C:17](=[O:28])[C:18]3[CH:23]=[CH:22][CH:21]=[CH:20][C:19]=3[C:24]([F:27])([F:26])[F:25])[CH2:13][CH2:12]2)=[CH:9][CH:10]=1)=[O:4].O.[OH-].[Li+].Cl. The catalyst is O1CCCC1.O. The product is [F:27][C:24]([F:25])([F:26])[C:19]1[CH:20]=[CH:21][CH:22]=[CH:23][C:18]=1[C:17]([N:14]1[CH2:15][CH2:16][N:11]([C:8]2[N:7]=[N:6][C:5]([C:3]([OH:4])=[O:2])=[CH:10][CH:9]=2)[CH2:12][CH2:13]1)=[O:28]. The yield is 0.950. (2) The reactants are [OH:1][C:2]1[CH:11]=[C:10]2[C:5]([CH:6]=[CH:7][C:8](=[O:12])[NH:9]2)=[CH:4][CH:3]=1.[Br:13][CH2:14][CH2:15][CH2:16][CH2:17]Br.C([O-])([O-])=O.[K+].[K+]. The catalyst is CCO.O. The product is [Br:13][CH2:14][CH2:15][CH2:16][CH2:17][O:1][C:2]1[CH:11]=[C:10]2[C:5]([CH:6]=[CH:7][C:8](=[O:12])[NH:9]2)=[CH:4][CH:3]=1. The yield is 0.410. (3) The reactants are [CH2:1]([O:3][C:4]([C:6]1[C:15]2[C:10](=[CH:11][C:12]([O:18][CH3:19])=[C:13]([O:16][CH3:17])[CH:14]=2)[CH2:9][CH2:8][N:7]=1)=[O:5])[CH3:2]. The catalyst is [Pd]. The product is [CH2:1]([O:3][C:4]([C:6]1[C:15]2[C:10](=[CH:11][C:12]([O:18][CH3:19])=[C:13]([O:16][CH3:17])[CH:14]=2)[CH:9]=[CH:8][N:7]=1)=[O:5])[CH3:2]. The yield is 0.980. (4) The reactants are [CH2:1]([O:3][C:4]([N:6]1[CH2:11][CH2:10][N:9]([C:12]([CH:14]([NH:23][C:24]([C:26]2[CH:35]=[C:34]([O:36][CH3:37])[C:33]3[C:28](=[CH:29][CH:30]=[CH:31][CH:32]=3)[N:27]=2)=[O:25])[CH2:15][C:16]2[CH:21]=[CH:20][CH:19]=[CH:18][C:17]=2[OH:22])=[O:13])[CH2:8][CH2:7]1)=[O:5])[CH3:2].Br[CH2:39][C:40]([O:42][CH2:43][CH3:44])=[O:41]. The catalyst is CN(C=O)C. The product is [CH2:1]([O:3][C:4]([N:6]1[CH2:7][CH2:8][N:9]([C:12]([CH:14]([NH:23][C:24]([C:26]2[CH:35]=[C:34]([O:36][CH3:37])[C:33]3[C:28](=[CH:29][CH:30]=[CH:31][CH:32]=3)[N:27]=2)=[O:25])[CH2:15][C:16]2[CH:21]=[CH:20][CH:19]=[CH:18][C:17]=2[O:22][CH2:39][C:40]([O:42][CH2:43][CH3:44])=[O:41])=[O:13])[CH2:10][CH2:11]1)=[O:5])[CH3:2]. The yield is 0.600.